This data is from Full USPTO retrosynthesis dataset with 1.9M reactions from patents (1976-2016). The task is: Predict the reactants needed to synthesize the given product. (1) Given the product [CH3:1][O:2][C:3]([C:5]1[C:13]([NH:14][C:15]2[CH:20]=[CH:19][C:18]([I:32])=[CH:17][C:16]=2[CH3:21])=[C:12]([F:22])[C:8]2[NH:9][CH:10]=[N:11][C:7]=2[CH:6]=1)=[O:4], predict the reactants needed to synthesize it. The reactants are: [CH3:1][O:2][C:3]([C:5]1[C:13]([NH:14][C:15]2[CH:20]=[CH:19][CH:18]=[CH:17][C:16]=2[CH3:21])=[C:12]([F:22])[C:8]2[NH:9][CH:10]=[N:11][C:7]=2[CH:6]=1)=[O:4].CO.C1C(=O)N([I:32])C(=O)C1.S(O)(C1C=CC(C)=CC=1)(=O)=O.O. (2) Given the product [CH3:1][O:2][C:3]1[CH:4]=[C:5]([CH:23]=[CH:24][C:25]=1[O:26][CH3:27])[CH2:6][CH:7]1[C:16]2[C:11](=[CH:12][C:13]([O:21][CH3:22])=[C:14]([O:17][CH:18]([CH3:20])[CH3:19])[CH:15]=2)[CH2:10][CH2:9][N:8]1[CH2:29][C:30]([NH:33][CH:34]1[C:42]2[C:37](=[CH:38][CH:39]=[CH:40][CH:41]=2)[CH:36]([C:43]2[CH:44]=[CH:45][CH:46]=[CH:47][CH:48]=2)[CH2:35]1)=[O:31], predict the reactants needed to synthesize it. The reactants are: [CH3:1][O:2][C:3]1[CH:4]=[C:5]([CH:23]=[CH:24][C:25]=1[O:26][CH3:27])[CH2:6][CH:7]1[C:16]2[C:11](=[CH:12][C:13]([O:21][CH3:22])=[C:14]([O:17][CH:18]([CH3:20])[CH3:19])[CH:15]=2)[CH2:10][CH2:9][NH:8]1.Br[CH2:29][C:30](Br)=[O:31].[NH2:33][CH:34]1[C:42]2[C:37](=[CH:38][CH:39]=[CH:40][CH:41]=2)[CH:36]([C:43]2[CH:48]=[CH:47][CH:46]=[CH:45][CH:44]=2)[CH2:35]1.